The task is: Predict the reaction yield, written as a fraction of the theoretical maximum amount of product (1.0 means a 100% yield; for example, 0.34 means a 34% yield).. This data is from Reaction yield outcomes from USPTO patents with 853,638 reactions. (1) The reactants are CCN(CC)CC.CN([P+](O[N:19]1N=[N:26][C:21]2[CH:22]=[CH:23][CH:24]=[CH:25][C:20]1=2)(N(C)C)N(C)C)C.F[P-](F)(F)(F)(F)F.[C:35]1(N)[CH:40]=[CH:39][CH:38]=[CH:37][C:36]=1N.[NH4+].[Cl-].CN([CH:48]=[O:49])C. The catalyst is CCOC(C)=O. The product is [NH2:19][C:20]1[CH:25]=[CH:24][CH:23]=[CH:22][C:21]=1[NH:26][C:48](=[O:49])[C:35]1[CH:40]=[CH:39][CH:38]=[CH:37][CH:36]=1. The yield is 0.630. (2) The reactants are [N-:1]=[N+]=[N-].[Na+].Br[CH2:6][C:7]1[N:12]=[C:11]([C:13]#[N:14])[CH:10]=[CH:9][CH:8]=1. The catalyst is CN(C=O)C.CO.[Pd]. The product is [NH2:1][CH2:6][C:7]1[N:12]=[C:11]([C:13]#[N:14])[CH:10]=[CH:9][CH:8]=1. The yield is 0.460. (3) The reactants are [CH3:1][S:2]([NH:5][C:6]1[CH:11]=[CH:10][CH:9]=[C:8]([C:12]2[C:20]3[C:15](=[CH:16][CH:17]=[C:18]([C:21]4[N:25]=[CH:24][N:23](C(C5C=CC=CC=5)(C5C=CC=CC=5)C5C=CC=CC=5)[N:22]=4)[CH:19]=3)[N:14](C3CCCCO3)[N:13]=2)[CH:7]=1)(=[O:4])=[O:3]. The catalyst is O1CCOCC1.Cl. The product is [NH:23]1[CH:24]=[N:25][C:21]([C:18]2[CH:19]=[C:20]3[C:15](=[CH:16][CH:17]=2)[NH:14][N:13]=[C:12]3[C:8]2[CH:7]=[C:6]([NH:5][S:2]([CH3:1])(=[O:3])=[O:4])[CH:11]=[CH:10][CH:9]=2)=[N:22]1. The yield is 0.710. (4) The reactants are C([Si](C1C=CC=CC=1)(C1C=CC=CC=1)[O:6][C@@H:7]1[CH2:27][N:10]2[C:11](=[O:26])[N:12]([C:14]3[CH:19]=[CH:18][C:17]([O:20][CH2:21][C:22]([F:25])([F:24])[F:23])=[CH:16][CH:15]=3)[CH2:13][C@H:9]2[CH2:8]1)(C)(C)C.CCCC[N+](CCCC)(CCCC)CCCC.[F-]. The catalyst is C1COCC1. The product is [OH:6][C@@H:7]1[CH2:27][N:10]2[C:11](=[O:26])[N:12]([C:14]3[CH:15]=[CH:16][C:17]([O:20][CH2:21][C:22]([F:25])([F:23])[F:24])=[CH:18][CH:19]=3)[CH2:13][C@H:9]2[CH2:8]1. The yield is 0.900. (5) The reactants are [F:1][CH:2]([F:26])[O:3][C:4]1[CH:9]=[CH:8][C:7]([CH:10]([C:12]2([C:18]3[CH:23]=[CH:22][CH:21]=[C:20]([Cl:24])[CH:19]=3)SCCCS2)[OH:11])=[CH:6][C:5]=1[CH3:25].FC(F)(F)C(OC1C(OC(=O)C(F)(F)F)=C(I)C=CC=1)=[O:30].CCOC(C)=O.CCCCCC.CCOC(C)=O. The catalyst is C(#N)C.O. The product is [F:1][CH:2]([F:26])[O:3][C:4]1[CH:9]=[CH:8][C:7]([CH:10]([OH:11])[C:12]([C:18]2[CH:23]=[CH:22][CH:21]=[C:20]([Cl:24])[CH:19]=2)=[O:30])=[CH:6][C:5]=1[CH3:25]. The yield is 0.320. (6) The reactants are [CH2:1](Br)[CH3:2].[C:4]([O:8][C:9](=[O:41])[N:10]([CH2:22][CH2:23][CH2:24][NH:25][CH2:26][C:27]1[C:28]2[C:33]([CH:34]=[C:35]3[C:40]=1[CH:39]=[CH:38][CH:37]=[CH:36]3)=[CH:32][CH:31]=[CH:30][CH:29]=2)[CH2:11][CH2:12][CH2:13][NH:14][C:15]([O:17][C:18]([CH3:21])([CH3:20])[CH3:19])=[O:16])([CH3:7])([CH3:6])[CH3:5].C([O-])([O-])=O.[K+].[K+]. The catalyst is C(#N)C. The product is [C:4]([O:8][C:9](=[O:41])[N:10]([CH2:22][CH2:23][CH2:24][N:25]([CH2:26][C:27]1[C:40]2[C:35]([CH:34]=[C:33]3[C:28]=1[CH:29]=[CH:30][CH:31]=[CH:32]3)=[CH:36][CH:37]=[CH:38][CH:39]=2)[CH2:1][CH3:2])[CH2:11][CH2:12][CH2:13][NH:14][C:15]([O:17][C:18]([CH3:20])([CH3:19])[CH3:21])=[O:16])([CH3:5])([CH3:6])[CH3:7]. The yield is 0.800. (7) The reactants are C(O[C:5](=[O:7])[CH3:6])(=O)C.[CH3:8][N:9]1[C:13](N)=[CH:12][C:11]([CH3:15])=[N:10]1.P(Cl)(Cl)([Cl:18])=O.C[N:22]([CH:24]=O)[CH3:23]. No catalyst specified. The product is [Cl:18][C:24]1[N:22]=[C:23]2[N:9]([CH3:8])[N:10]=[C:11]([CH3:15])[C:12]2=[CH:13][C:6]=1[CH:5]=[O:7]. The yield is 0.440.